This data is from Full USPTO retrosynthesis dataset with 1.9M reactions from patents (1976-2016). The task is: Predict the reactants needed to synthesize the given product. (1) Given the product [F:29][C:26]1[CH:25]=[CH:24][C:23]([CH2:22][NH:21][C:20]([C:8]2[C:9](=[O:19])[C:10]([O:11][CH2:12][C:13]3[CH:14]=[CH:15][CH:16]=[CH:17][CH:18]=3)=[C:5]3[C:3](=[O:2])[N:40]4[CH2:39][C@H:35]5[CH2:36][CH2:37][CH2:38][N:34]5[C@@H:32]4[CH2:31][N:6]3[CH:7]=2)=[O:30])=[CH:28][CH:27]=1, predict the reactants needed to synthesize it. The reactants are: C[O:2][C:3]([C:5]1[N:6]([CH2:31][CH:32]=O)[CH:7]=[C:8]([C:20](=[O:30])[NH:21][CH2:22][C:23]2[CH:28]=[CH:27][C:26]([F:29])=[CH:25][CH:24]=2)[C:9](=[O:19])[C:10]=1[O:11][CH2:12][C:13]1[CH:18]=[CH:17][CH:16]=[CH:15][CH:14]=1)=O.[NH:34]1[CH2:38][CH2:37][CH2:36][C@@H:35]1[CH2:39][NH2:40].C(O)(=O)C. (2) Given the product [Cl:14][C:15]1[C:20]([S:21]([N:11]2[CH2:12][CH2:13][CH:8]([N:5]3[CH2:6][CH2:7][CH:2]([CH3:1])[CH2:3][CH2:4]3)[CH2:9][CH2:10]2)(=[O:23])=[O:22])=[CH:19][CH:18]=[CH:17][N:16]=1, predict the reactants needed to synthesize it. The reactants are: [CH3:1][CH:2]1[CH2:7][CH2:6][N:5]([CH:8]2[CH2:13][CH2:12][NH:11][CH2:10][CH2:9]2)[CH2:4][CH2:3]1.[Cl:14][C:15]1[C:20]([S:21](Cl)(=[O:23])=[O:22])=[CH:19][CH:18]=[CH:17][N:16]=1. (3) Given the product [CH3:25][C:24]([O:23][C:21]([N:20]([C:28]([O:30][C:31]([CH3:34])([CH3:33])[CH3:32])=[O:29])[C:15]1[NH:16][C:17]([C:18]([OH:5])=[O:19])=[C:13]([Br:12])[N:14]=1)=[O:22])([CH3:27])[CH3:26], predict the reactants needed to synthesize it. The reactants are: Cl([O-])=O.[Na+].[OH2:5].P([O-])(O)(O)=O.[Na+].[Br:12][C:13]1[N:14]=[C:15]([N:20]([C:28]([O:30][C:31]([CH3:34])([CH3:33])[CH3:32])=[O:29])[C:21]([O:23][C:24]([CH3:27])([CH3:26])[CH3:25])=[O:22])[NH:16][C:17]=1[CH:18]=[O:19].CC(=CC)C. (4) Given the product [Si:1]([O:18][CH:19]1[CH2:20][N:21]([C:23]2[S:24][CH:25]=[C:26]([C:28]([N:33]3[CH2:37][CH2:36][CH2:35][CH2:34]3)=[O:30])[N:27]=2)[CH2:22]1)([C:14]([CH3:17])([CH3:15])[CH3:16])([C:8]1[CH:13]=[CH:12][CH:11]=[CH:10][CH:9]=1)[C:2]1[CH:7]=[CH:6][CH:5]=[CH:4][CH:3]=1, predict the reactants needed to synthesize it. The reactants are: [Si:1]([O:18][CH:19]1[CH2:22][N:21]([C:23]2[S:24][CH:25]=[C:26]([C:28]([O:30]CC)=O)[N:27]=2)[CH2:20]1)([C:14]([CH3:17])([CH3:16])[CH3:15])([C:8]1[CH:13]=[CH:12][CH:11]=[CH:10][CH:9]=1)[C:2]1[CH:7]=[CH:6][CH:5]=[CH:4][CH:3]=1.[NH:33]1[CH2:37][CH2:36][CH2:35][CH2:34]1.C[Al](C)C.C(O)(=O)C.C(OCC)(=O)C.